From a dataset of Forward reaction prediction with 1.9M reactions from USPTO patents (1976-2016). Predict the product of the given reaction. Given the reactants [C:1]([C:3]1([C:6]2[CH:7]=[C:8]([CH2:21][CH2:22][CH2:23][NH:24][C:25](=[O:31])[O:26][C:27]([CH3:30])([CH3:29])[CH3:28])[CH:9]=[C:10](B3OC(C)(C)C(C)(C)O3)[CH:11]=2)[CH2:5][CH2:4]1)#[N:2].I[C:33]1[CH:38]=[CH:37][N:36]=[C:35]2[N:39]([C:46]([C:59]3[CH:64]=[CH:63][CH:62]=[CH:61][CH:60]=3)([C:53]3[CH:58]=[CH:57][CH:56]=[CH:55][CH:54]=3)[C:47]3[CH:52]=[CH:51][CH:50]=[CH:49][CH:48]=3)[N:40]=[C:41]([C:42]([F:45])([F:44])[F:43])[C:34]=12.C(=O)([O-])[O-].[Na+].[Na+].O, predict the reaction product. The product is: [C:1]([C:3]1([C:6]2[CH:7]=[C:8]([CH2:21][CH2:22][CH2:23][NH:24][C:25](=[O:31])[O:26][C:27]([CH3:29])([CH3:28])[CH3:30])[CH:9]=[C:10]([C:33]3[CH:38]=[CH:37][N:36]=[C:35]4[N:39]([C:46]([C:47]5[CH:48]=[CH:49][CH:50]=[CH:51][CH:52]=5)([C:53]5[CH:54]=[CH:55][CH:56]=[CH:57][CH:58]=5)[C:59]5[CH:60]=[CH:61][CH:62]=[CH:63][CH:64]=5)[N:40]=[C:41]([C:42]([F:44])([F:45])[F:43])[C:34]=34)[CH:11]=2)[CH2:4][CH2:5]1)#[N:2].